This data is from Peptide-MHC class II binding affinity with 134,281 pairs from IEDB. The task is: Regression. Given a peptide amino acid sequence and an MHC pseudo amino acid sequence, predict their binding affinity value. This is MHC class II binding data. (1) The peptide sequence is PIYIVTPTNASHIQS. The MHC is HLA-DQA10501-DQB10201 with pseudo-sequence HLA-DQA10501-DQB10201. The binding affinity (normalized) is 0.0974. (2) The peptide sequence is SQEYSGSVAKEANVY. The MHC is H-2-IAb with pseudo-sequence H-2-IAb. The binding affinity (normalized) is 0.401. (3) The peptide sequence is MWALGENMAPEKVDF. The MHC is DRB1_0101 with pseudo-sequence DRB1_0101. The binding affinity (normalized) is 0.191. (4) The peptide sequence is NGSMRVFVDVIRALD. The MHC is HLA-DPA10201-DPB10501 with pseudo-sequence HLA-DPA10201-DPB10501. The binding affinity (normalized) is 0.637. (5) The peptide sequence is YQGVQQKWDATATEL. The MHC is DRB1_0804 with pseudo-sequence QEFFIASGAAVDAIMESGFDYYDFDRLTYHVVFT. The binding affinity (normalized) is 0.574. (6) The peptide sequence is RMGERQLQKIERWFV. The MHC is DRB1_1101 with pseudo-sequence DRB1_1101. The binding affinity (normalized) is 0.714.